Task: Predict the reaction yield, written as a fraction of the theoretical maximum amount of product (1.0 means a 100% yield; for example, 0.34 means a 34% yield).. Dataset: Reaction yield outcomes from USPTO patents with 853,638 reactions The reactants are O[CH:2]([C:4]1[N:9]=[C:8]([NH:10][C:11](=[O:16])[C:12]([CH3:15])([CH3:14])[CH3:13])[CH:7]=[CH:6][CH:5]=1)[CH3:3].C1C=CC(P(C2C=CC=CC=2)C2C=CC=CC=2)=CC=1.[Br:36]N1C(=O)CCC1=O. The catalyst is C(Cl)Cl. The product is [Br:36][CH:2]([C:4]1[N:9]=[C:8]([NH:10][C:11](=[O:16])[C:12]([CH3:15])([CH3:14])[CH3:13])[CH:7]=[CH:6][CH:5]=1)[CH3:3]. The yield is 0.790.